From a dataset of Catalyst prediction with 721,799 reactions and 888 catalyst types from USPTO. Predict which catalyst facilitates the given reaction. (1) Reactant: [NH2:1][C:2]1[N:3]([CH3:24])[C:4](=[O:23])[C:5]2([C:15]3[C:10](=[CH:11][CH:12]=[C:13](Br)[CH:14]=3)[O:9][CH:8]([C:17]3[CH:22]=[CH:21][CH:20]=[CH:19][CH:18]=3)[CH2:7]2)[N:6]=1.[CH3:25][S:26]([NH:29][CH2:30][C:31]1[CH:36]=[CH:35][C:34](B(O)O)=[CH:33][CH:32]=1)(=[O:28])=[O:27]. Product: [NH2:1][C:2]1[N:3]([CH3:24])[C:4](=[O:23])[C:5]2([C:15]3[C:10](=[CH:11][CH:12]=[C:13]([C:34]4[CH:35]=[CH:36][C:31]([CH2:30][NH:29][S:26]([CH3:25])(=[O:27])=[O:28])=[CH:32][CH:33]=4)[CH:14]=3)[O:9][CH:8]([C:17]3[CH:22]=[CH:21][CH:20]=[CH:19][CH:18]=3)[CH2:7]2)[N:6]=1. The catalyst class is: 806. (2) Reactant: [F:1][C:2]1[CH:7]=[CH:6][C:5]([N:8]([CH3:12])[C:9]([NH2:11])=[S:10])=[CH:4][CH:3]=1.Cl[CH2:14][CH:15]=O. Product: [F:1][C:2]1[CH:3]=[CH:4][C:5]([N:8]([CH3:12])[C:9]2[S:10][CH:14]=[CH:15][N:11]=2)=[CH:6][CH:7]=1. The catalyst class is: 14. (3) The catalyst class is: 7. Reactant: [CH3:1][O:2][C:3](=[O:10])[CH2:4][O:5][CH2:6][CH2:7][CH2:8][CH3:9].C([N-]C(C)C)(C)C.[Li+].[CH2:19]([O:26][C:27]1[CH:34]=[CH:33][C:30]([CH:31]=[O:32])=[C:29]([CH3:35])[CH:28]=1)[C:20]1[CH:25]=[CH:24][CH:23]=[CH:22][CH:21]=1. Product: [CH3:1][O:2][C:3](=[O:10])[CH:4]([O:5][CH2:6][CH2:7][CH2:8][CH3:9])[CH:31]([C:30]1[CH:33]=[CH:34][C:27]([O:26][CH2:19][C:20]2[CH:25]=[CH:24][CH:23]=[CH:22][CH:21]=2)=[CH:28][C:29]=1[CH3:35])[OH:32]. (4) Product: [F:1][C:2]1[CH:3]=[C:4]2[C:8](=[CH:9][CH:10]=1)[NH:7][C:6](=[O:11])[C:5]2=[C:37]1[C:32]2[C:33](=[N:34][C:29]([CH2:28][N:22]3[CH2:27][CH2:26][O:25][CH2:24][CH2:23]3)=[CH:30][CH:31]=2)[CH2:35][O:36]1. Reactant: [F:1][C:2]1[CH:3]=[C:4]2[C:8](=[CH:9][CH:10]=1)[NH:7][C:6](=[O:11])[CH2:5]2.C[Si]([N-][Si](C)(C)C)(C)C.[Li+].[N:22]1([CH2:28][C:29]2[N:34]=[C:33]3[CH2:35][O:36][C:37](=O)[C:32]3=[CH:31][CH:30]=2)[CH2:27][CH2:26][O:25][CH2:24][CH2:23]1.Cl. The catalyst class is: 1. (5) Reactant: [CH3:1][S:2]([OH:5])(=[O:4])=[O:3].[CH3:6][O:7][C:8]1[CH:9]=[C:10]2[CH2:19][CH:18]([CH2:20][CH:21]3[CH2:26][CH2:25][N:24]([CH2:27][C:28]4[CH:29]=[CH:30][CH:31]=[CH:32][CH:33]=4)[CH2:23][CH2:22]3)[C:16](=[O:17])[C:11]2=[CH:12][C:13]=1[O:14][CH3:15]. Product: [CH3:6][O:7][C:8]1[CH:9]=[C:10]2[CH2:19][CH:18]([CH2:20][CH:21]3[CH2:22][CH2:23][N:24]([CH2:27][C:28]4[CH:33]=[CH:32][CH:31]=[CH:30][CH:29]=4)[CH2:25][CH2:26]3)[C:16](=[O:17])[C:11]2=[CH:12][C:13]=1[O:14][CH3:15].[S:2]([O-:5])(=[O:4])(=[O:3])[CH3:1]. The catalyst class is: 8. (6) Reactant: [CH3:1][O:2][C:3]1[CH:4]=[C:5]2[C:10](=[CH:11][C:12]=1[O:13][CH3:14])[N:9]=[CH:8][CH:7]=[C:6]2[O:15][C:16]1[C:22]([CH3:23])=[CH:21][C:19]([NH2:20])=[C:18]([CH3:24])[CH:17]=1.C([N:27]([CH2:30]C)CC)C.[C:32](Cl)(Cl)=[S:33].N[CH2:37][CH2:38][CH2:39][N:40]1[CH:44]=[CH:43][N:42]=[CH:41]1.CN(C)C=[O:48]. Product: [CH3:1][O:2][C:3]1[CH:4]=[C:5]2[C:10](=[CH:11][C:12]=1[O:13][CH3:14])[N:9]=[CH:8][CH:7]=[C:6]2[O:15][C:16]1[C:22]([CH3:23])=[CH:21][C:19]([NH:20][C:32]([NH:27][CH2:30][CH2:37][CH2:38][C:39]([N:40]2[CH:44]=[CH:43][N:42]=[CH:41]2)=[O:48])=[S:33])=[C:18]([CH3:24])[CH:17]=1. The catalyst class is: 13. (7) Reactant: [NH2:1][C:2]1[CH:20]=[CH:19][C:5]([O:6][C:7]2[CH:12]=[CH:11][N:10]=[C:9]3[NH:13][CH:14]=[C:15]([CH2:16][CH2:17][OH:18])[C:8]=23)=[C:4]([F:21])[CH:3]=1.Cl[C:23]1[CH:28]=[CH:27][N:26]=[C:25]([NH2:29])[N:24]=1.Cl.[OH-].[Na+]. Product: [NH2:29][C:25]1[N:26]=[C:27]([NH:1][C:2]2[CH:20]=[CH:19][C:5]([O:6][C:7]3[CH:12]=[CH:11][N:10]=[C:9]4[NH:13][CH:14]=[C:15]([CH2:16][CH2:17][OH:18])[C:8]=34)=[C:4]([F:21])[CH:3]=2)[CH:28]=[CH:23][N:24]=1. The catalyst class is: 6. (8) Reactant: [CH3:1][O:2][C:3]1[CH:4]=[C:5]([CH2:28][CH2:29][C:30]([O:32][CH2:33][CH3:34])=[O:31])[CH:6]=[CH:7][C:8]=1[O:9][C:10]1[CH:15]=[CH:14][C:13]([NH:16][CH2:17][C:18]2[CH:23]=[CH:22][C:21]([C:24]([F:27])([F:26])[F:25])=[CH:20][CH:19]=2)=[CH:12][N:11]=1.C=O.[C:37](O)(=O)C.C([BH3-])#N.[Na+]. Product: [CH3:1][O:2][C:3]1[CH:4]=[C:5]([CH2:28][CH2:29][C:30]([O:32][CH2:33][CH3:34])=[O:31])[CH:6]=[CH:7][C:8]=1[O:9][C:10]1[CH:15]=[CH:14][C:13]([N:16]([CH3:37])[CH2:17][C:18]2[CH:23]=[CH:22][C:21]([C:24]([F:25])([F:26])[F:27])=[CH:20][CH:19]=2)=[CH:12][N:11]=1. The catalyst class is: 24. (9) Reactant: [NH:1]1[CH2:6][CH2:5][NH:4][CH2:3][CH2:2]1.[CH:7]([C:9]1[CH:14]=[CH:13][CH:12]=[CH:11][N:10]=1)=[CH2:8].[OH-].[Na+]. Product: [N:10]1[CH:11]=[CH:12][CH:13]=[CH:14][C:9]=1[CH2:7][CH2:8][N:1]1[CH2:6][CH2:5][NH:4][CH2:3][CH2:2]1. The catalyst class is: 6.